This data is from Full USPTO retrosynthesis dataset with 1.9M reactions from patents (1976-2016). The task is: Predict the reactants needed to synthesize the given product. (1) Given the product [CH2:4]([O:11][C:12]1[CH:20]=[C:19]2[C:15]([CH:16]=[N:17][N:18]2[CH2:21][C@H:22]([OH:24])[CH3:23])=[CH:14][CH:13]=1)[C:5]1[CH:6]=[CH:7][CH:8]=[CH:9][CH:10]=1, predict the reactants needed to synthesize it. The reactants are: [PH2](O)=O.[CH2:4]([O:11][C:12]1[CH:20]=[C:19]2[C:15]([C:16](N)=[N:17][N:18]2[CH2:21][C@H:22]([OH:24])[CH3:23])=[CH:14][CH:13]=1)[C:5]1[CH:10]=[CH:9][CH:8]=[CH:7][CH:6]=1.N(OCC(C)C)=O. (2) Given the product [CH2:1]([O:8][CH2:9][C@H:10]([NH:28][C:29]([O:31][C:32]([CH3:35])([CH3:34])[CH3:33])=[O:30])[C:11]([NH:13][C@@H:14]([CH2:19][C:20]1[CH:21]=[CH:22][C:23]([O:26][CH3:27])=[CH:24][CH:25]=1)[C:15]([OH:17])=[O:16])=[O:12])[C:2]1[CH:3]=[CH:4][CH:5]=[CH:6][CH:7]=1, predict the reactants needed to synthesize it. The reactants are: [CH2:1]([O:8][CH2:9][C@H:10]([NH:28][C:29]([O:31][C:32]([CH3:35])([CH3:34])[CH3:33])=[O:30])[C:11]([NH:13][C@@H:14]([CH2:19][C:20]1[CH:25]=[CH:24][C:23]([O:26][CH3:27])=[CH:22][CH:21]=1)[C:15]([O:17]C)=[O:16])=[O:12])[C:2]1[CH:7]=[CH:6][CH:5]=[CH:4][CH:3]=1.[OH-].[Li+].CO. (3) Given the product [Cl:1][CH2:2][CH2:3][C:4]([C:6]1[CH:7]=[CH:8][C:9]([F:12])=[CH:10][CH:11]=1)([OH:5])[CH2:16][C:15]([CH3:17])=[CH2:14], predict the reactants needed to synthesize it. The reactants are: [Cl:1][CH2:2][CH2:3][C:4]([C:6]1[CH:11]=[CH:10][C:9]([F:12])=[CH:8][CH:7]=1)=[O:5].I[CH2:14][C:15]([CH3:17])=[CH2:16].